The task is: Predict the reaction yield, written as a fraction of the theoretical maximum amount of product (1.0 means a 100% yield; for example, 0.34 means a 34% yield).. This data is from Reaction yield outcomes from USPTO patents with 853,638 reactions. (1) The reactants are [H-].[Na+].[F:3][C:4]1[CH:5]=[CH:6][C:7]([SH:15])=[C:8]([CH:14]=1)[C:9]([O:11][CH2:12][CH3:13])=[O:10].I[CH2:17][CH2:18][CH2:19][C:20]([O:22][C:23]([CH3:26])([CH3:25])[CH3:24])=[O:21].O. The catalyst is CN(C)C=O. The product is [C:23]([O:22][C:20](=[O:21])[CH2:19][CH2:18][CH2:17][S:15][C:7]1[CH:6]=[CH:5][C:4]([F:3])=[CH:14][C:8]=1[C:9]([O:11][CH2:12][CH3:13])=[O:10])([CH3:26])([CH3:25])[CH3:24]. The yield is 0.920. (2) The reactants are Cl[C:2]1[CH:7]=C[C:5]([C@@H:8](CNC(C)C)[C:9]([N:11]2[CH2:16][CH2:15][N:14]([C:17]3[CH:22]=[CH:21][N:20]=[C:19]4[NH:23][CH:24]=[C:25]([NH:26]C(=O)CCC)[C:18]=34)[CH2:13][CH2:12]2)=O)=[CH:4][CH:3]=1.C(O[C:41](=[O:43])[CH3:42])(=O)C.C([O-])([O-])=O.[Na+].[Na+]. The catalyst is C(Cl)Cl.N1C=CC=CC=1.CO.[Li+].[OH-]. The product is [CH2:9]([N:11]1[CH2:16][CH2:15][N:14]([C:17]2[CH:22]=[CH:21][N:20]=[C:19]3[NH:23][CH:24]=[C:25]([NH:26][C:41](=[O:43])[CH3:42])[C:18]=23)[CH2:13][CH2:12]1)[C:8]1[CH:7]=[CH:2][CH:3]=[CH:4][CH:5]=1. The yield is 0.880. (3) The reactants are Br[C:2]1[CH:7]=[CH:6][C:5]([N:8]2[C:12]([CH2:13][C@@H:14]3[CH2:18][CH2:17][N:16]([C:19]([CH:21]4[CH2:23][CH2:22]4)=[O:20])[CH2:15]3)=[N:11][NH:10][C:9]2=[O:24])=[CH:4][C:3]=1[OH:25].CC1(C)C(C)(C)OB([C:34]2[CH:35]=[CH:36][C:37]3[O:41][CH:40]=[CH:39][C:38]=3[CH:42]=2)O1.C([O-])([O-])=O.[Cs+].[Cs+]. The catalyst is C1C=CC(P(C2C=CC=CC=2)[C-]2C=CC=C2)=CC=1.C1C=CC(P(C2C=CC=CC=2)[C-]2C=CC=C2)=CC=1.Cl[Pd]Cl.[Fe+2].ClCCl. The product is [O:41]1[C:37]2[CH:36]=[CH:35][C:34]([C:2]3[CH:7]=[CH:6][C:5]([N:8]4[C:12]([CH2:13][C@@H:14]5[CH2:18][CH2:17][N:16]([C:19]([CH:21]6[CH2:23][CH2:22]6)=[O:20])[CH2:15]5)=[N:11][NH:10][C:9]4=[O:24])=[CH:4][C:3]=3[OH:25])=[CH:42][C:38]=2[CH:39]=[CH:40]1. The yield is 0.260.